From a dataset of Full USPTO retrosynthesis dataset with 1.9M reactions from patents (1976-2016). Predict the reactants needed to synthesize the given product. (1) Given the product [CH2:3]([O:5][C:6]([C:8]1[C:12]([Br:1])=[C:11]([C:13]2[CH:14]=[CH:15][C:16]([Cl:19])=[CH:17][CH:18]=2)[N:10]([C:20]2[CH:25]=[CH:24][CH:23]=[CH:22][C:21]=2[Cl:26])[N:9]=1)=[O:7])[CH3:4], predict the reactants needed to synthesize it. The reactants are: [Br:1]Br.[CH2:3]([O:5][C:6]([C:8]1[CH:12]=[C:11]([C:13]2[CH:18]=[CH:17][C:16]([Cl:19])=[CH:15][CH:14]=2)[N:10]([C:20]2[CH:25]=[CH:24][CH:23]=[CH:22][C:21]=2[Cl:26])[N:9]=1)=[O:7])[CH3:4]. (2) Given the product [I:1][C:2]1[C:3]([C:10]([OH:18])=[O:11])=[C:4]([O:8][CH3:9])[N:5]=[CH:6][CH:7]=1, predict the reactants needed to synthesize it. The reactants are: [I:1][C:2]1[CH:7]=[CH:6][N:5]=[C:4]([O:8][CH3:9])[C:3]=1[CH:10]=[O:11].CC(=CC)C.P([O-])(O)(O)=[O:18].[Na+].Cl([O-])=O.[Na+]. (3) Given the product [CH3:6][NH:7][C@@H:8]([C:20]1[CH:25]=[CH:24][C:23]([O:26][CH2:27][CH2:28][O:29][CH:30]2[CH2:35][CH2:34][CH2:33][CH2:32][O:31]2)=[CH:22][CH:21]=1)[CH2:9][N:11]1[CH2:15][CH2:14][C@H:13]([O:16][CH2:17][CH2:18][OH:19])[CH2:12]1, predict the reactants needed to synthesize it. The reactants are: C(O[C:6](=O)[NH:7][C@@H:8]([C:20]1[CH:25]=[CH:24][C:23]([O:26][CH2:27][CH2:28][O:29][CH:30]2[CH2:35][CH2:34][CH2:33][CH2:32][O:31]2)=[CH:22][CH:21]=1)[C:9]([N:11]1[CH2:15][CH2:14][C@H:13]([O:16][CH2:17][CH2:18][OH:19])[CH2:12]1)=O)(C)(C)C.[H-].[Al+3].[Li+].[H-].[H-].[H-].C(=O)([O-])[O-].[Na+].[Na+].ClCCl. (4) Given the product [C:42]([O:41][C@@H:37]1[C@@H:36]([O:45][C:46](=[O:47])[CH3:48])[C@H:35]([O:49][C:50](=[O:51])[CH3:52])[C@@H:34]([CH2:33][O:32][C:30](=[O:31])[CH3:29])[O:39][C@H:38]1[O:27][C:20]1[C:19]([CH2:18][C:15]2[CH:16]=[CH:17][C:12]([O:11][CH2:10][CH2:9][O:8][CH2:1][C:2]3[CH:7]=[CH:6][CH:5]=[CH:4][CH:3]=3)=[CH:13][C:14]=2[CH3:28])=[C:23]([CH:24]([CH3:25])[CH3:26])[NH:22][N:21]=1)(=[O:43])[CH3:44], predict the reactants needed to synthesize it. The reactants are: [CH2:1]([O:8][CH2:9][CH2:10][O:11][C:12]1[CH:17]=[CH:16][C:15]([CH2:18][C:19]2[C:20](=[O:27])[NH:21][NH:22][C:23]=2[CH:24]([CH3:26])[CH3:25])=[C:14]([CH3:28])[CH:13]=1)[C:2]1[CH:7]=[CH:6][CH:5]=[CH:4][CH:3]=1.[CH3:29][C:30]([O:32][CH2:33][C@H:34]1[O:39][C@H:38](Br)[C@H:37]([O:41][C:42]([CH3:44])=[O:43])[C@@H:36]([O:45][C:46]([CH3:48])=[O:47])[C@@H:35]1[O:49][C:50]([CH3:52])=[O:51])=[O:31].[OH-].[Na+].